From a dataset of Forward reaction prediction with 1.9M reactions from USPTO patents (1976-2016). Predict the product of the given reaction. (1) Given the reactants [NH2:1][C:2]1[CH:3]=[C:4]([CH:21]=[CH:22][CH:23]=1)[O:5][C:6]1[CH:7]=[CH:8][C:9]2[N:10]([CH:12]=[C:13]([NH:15][C:16]([CH:18]3[CH2:20][CH2:19]3)=[O:17])[N:14]=2)[N:11]=1.[F:24][C:25]([F:36])([F:35])[C:26]1[CH:34]=[CH:33][CH:32]=[CH:31][C:27]=1[C:28](O)=[O:29].C(Cl)(=O)C(Cl)=O.O1CCCC1, predict the reaction product. The product is: [CH:18]1([C:16]([NH:15][C:13]2[N:14]=[C:9]3[CH:8]=[CH:7][C:6]([O:5][C:4]4[CH:3]=[C:2]([NH:1][C:28](=[O:29])[C:27]5[CH:31]=[CH:32][CH:33]=[CH:34][C:26]=5[C:25]([F:24])([F:35])[F:36])[CH:23]=[CH:22][CH:21]=4)=[N:11][N:10]3[CH:12]=2)=[O:17])[CH2:20][CH2:19]1. (2) Given the reactants Br[C:2]1[CH:7]=[CH:6][C:5]([C:8]#[C:9][C:10]2[CH:15]=[CH:14][C:13]([CH2:16][CH2:17][CH2:18][CH3:19])=[CH:12][CH:11]=2)=[C:4]([CH2:20][CH3:21])[CH:3]=1.[CH2:22]([C:26]1[CH:31]=[CH:30][C:29]([C:32]2[CH:37]=[CH:36][C:35](B(O)O)=[CH:34][CH:33]=2)=[CH:28][CH:27]=1)[CH2:23][CH2:24][CH3:25].C1(P(C2CCCCC2)C2C=CC=CC=2C2C(OC)=CC=CC=2OC)CCCCC1.P([O-])([O-])([O-])=O.[K+].[K+].[K+], predict the reaction product. The product is: [CH2:22]([C:26]1[CH:31]=[CH:30][C:29]([C:32]2[CH:37]=[CH:36][C:35]([C:2]3[CH:7]=[CH:6][C:5]([C:8]#[C:9][C:10]4[CH:11]=[CH:12][C:13]([CH2:16][CH2:17][CH2:18][CH3:19])=[CH:14][CH:15]=4)=[C:4]([CH2:20][CH3:21])[CH:3]=3)=[CH:34][CH:33]=2)=[CH:28][CH:27]=1)[CH2:23][CH2:24][CH3:25].